This data is from Forward reaction prediction with 1.9M reactions from USPTO patents (1976-2016). The task is: Predict the product of the given reaction. (1) Given the reactants [C:1]1([S:7][C:8]2[CH:9]=[C:10]([CH:13]=[CH:14][CH:15]=2)[CH:11]=[O:12])[CH:6]=[CH:5][CH:4]=[CH:3][CH:2]=1.[BH4-].[Na+].O, predict the reaction product. The product is: [C:1]1([S:7][C:8]2[CH:9]=[C:10]([CH2:11][OH:12])[CH:13]=[CH:14][CH:15]=2)[CH:6]=[CH:5][CH:4]=[CH:3][CH:2]=1. (2) The product is: [CH:1]([C:4]1[C:8]([NH2:15])=[CH:7][N:6]([CH3:9])[N:5]=1)([CH3:3])[CH3:2]. Given the reactants [CH:1]([C:4]1[CH:8]=[CH:7][N:6]([CH3:9])[N:5]=1)([CH3:3])[CH3:2].OS(O)(=O)=O.[N+:15]([O-])(O)=O.[OH-].[Na+].O, predict the reaction product.